Regression. Given two drug SMILES strings and cell line genomic features, predict the synergy score measuring deviation from expected non-interaction effect. From a dataset of NCI-60 drug combinations with 297,098 pairs across 59 cell lines. (1) Synergy scores: CSS=21.8, Synergy_ZIP=-5.61, Synergy_Bliss=-2.30, Synergy_Loewe=-2.73, Synergy_HSA=-1.39. Drug 2: C1CN1P(=S)(N2CC2)N3CC3. Cell line: BT-549. Drug 1: CC1C(C(CC(O1)OC2CC(CC3=C2C(=C4C(=C3O)C(=O)C5=C(C4=O)C(=CC=C5)OC)O)(C(=O)C)O)N)O.Cl. (2) Drug 1: CC1CCC2CC(C(=CC=CC=CC(CC(C(=O)C(C(C(=CC(C(=O)CC(OC(=O)C3CCCCN3C(=O)C(=O)C1(O2)O)C(C)CC4CCC(C(C4)OC)OCCO)C)C)O)OC)C)C)C)OC. Drug 2: CC(C)(C#N)C1=CC(=CC(=C1)CN2C=NC=N2)C(C)(C)C#N. Cell line: HS 578T. Synergy scores: CSS=5.86, Synergy_ZIP=0.904, Synergy_Bliss=-5.16, Synergy_Loewe=-2.88, Synergy_HSA=-2.27. (3) Drug 1: CN(C(=O)NC(C=O)C(C(C(CO)O)O)O)N=O. Drug 2: C(CN)CNCCSP(=O)(O)O. Cell line: COLO 205. Synergy scores: CSS=5.36, Synergy_ZIP=-1.87, Synergy_Bliss=2.11, Synergy_Loewe=-0.132, Synergy_HSA=-0.132.